From a dataset of Forward reaction prediction with 1.9M reactions from USPTO patents (1976-2016). Predict the product of the given reaction. (1) Given the reactants C[O:2][C:3]1[CH:25]=[CH:24][C:6]2[C:7]([CH2:18][CH2:19][CH2:20][CH2:21][CH2:22][OH:23])=[C:8]([C:12]3[CH:17]=[CH:16][CH:15]=[CH:14][CH:13]=3)[CH2:9][CH2:10][CH2:11][C:5]=2[CH:4]=1.C[S-].[Na+], predict the reaction product. The product is: [OH:23][CH2:22][CH2:21][CH2:20][CH2:19][CH2:18][C:7]1[C:6]2[CH:24]=[CH:25][C:3]([OH:2])=[CH:4][C:5]=2[CH2:11][CH2:10][CH2:9][C:8]=1[C:12]1[CH:13]=[CH:14][CH:15]=[CH:16][CH:17]=1. (2) Given the reactants C(OC(=O)[NH:7][C:8]1[S:12][C:11]2[CH:13]=[CH:14][CH:15]=[CH:16][C:10]=2[CH:9]=1)(C)(C)C.[ClH:18], predict the reaction product. The product is: [ClH:18].[S:12]1[C:8]([NH2:7])=[CH:9][C:10]2[CH:16]=[CH:15][CH:14]=[CH:13][C:11]1=2.